From a dataset of Reaction yield outcomes from USPTO patents with 853,638 reactions. Predict the reaction yield, written as a fraction of the theoretical maximum amount of product (1.0 means a 100% yield; for example, 0.34 means a 34% yield). The reactants are O[CH2:2][C:3]1[CH:12]=[N:11][C:10]2[N:9]3[CH2:13][CH2:14][S:15][CH2:16][CH:8]3[C:7](=[O:17])[NH:6][C:5]=2[CH:4]=1.[I-].C(C[P+](C)(C)C)#N.C(N(C(C)C)C(C)C)C.Cl.[Cl:36][C:37]1[CH:42]=[CH:41][C:40]([CH:43]2[CH2:48][CH2:47][NH:46][CH2:45][CH2:44]2)=[CH:39][CH:38]=1. The catalyst is C(#N)CC.O. The product is [Cl:36][C:37]1[CH:42]=[CH:41][C:40]([CH:43]2[CH2:44][CH2:45][N:46]([CH2:2][C:3]3[CH:12]=[N:11][C:10]4[N:9]5[CH2:13][CH2:14][S:15][CH2:16][CH:8]5[C:7](=[O:17])[NH:6][C:5]=4[CH:4]=3)[CH2:47][CH2:48]2)=[CH:39][CH:38]=1. The yield is 0.560.